Dataset: Catalyst prediction with 721,799 reactions and 888 catalyst types from USPTO. Task: Predict which catalyst facilitates the given reaction. (1) Reactant: [OH:1][CH:2]1[CH:6]([CH3:7])[CH2:5][N:4]([C:8]([O:10][C:11]([CH3:14])([CH3:13])[CH3:12])=[O:9])[CH2:3]1.C(N(CC)CC)C.[S:22](Cl)([CH3:25])(=[O:24])=[O:23]. Product: [CH3:7][C@@H:6]1[C@H:2]([O:1][S:22]([CH3:25])(=[O:24])=[O:23])[CH2:3][N:4]([C:8]([O:10][C:11]([CH3:13])([CH3:12])[CH3:14])=[O:9])[CH2:5]1. The catalyst class is: 2. (2) Reactant: [F:1][C:2]1[CH:3]=[N:4][CH:5]=[CH:6][C:7]=1[CH:8]=[O:9].CC1N=NN(C)C=1C1C=NC2C3C=CC(C(O)(C)C)=CC=3N(C(C3C=C(C)ON=3)[CH:34]3[CH2:39][CH2:38][O:37][CH2:36][CH2:35]3)C=2C=1.C(O)(C(F)(F)F)=O. Product: [F:1][C:2]1[CH:3]=[N:4][CH:5]=[CH:6][C:7]=1[CH:8]([CH:34]1[CH2:39][CH2:38][O:37][CH2:36][CH2:35]1)[OH:9]. The catalyst class is: 192. (3) Reactant: [NH2:1][C:2]1[CH:7]=[CH:6][C:5]([OH:8])=[CH:4][C:3]=1[N+:9]([O-:11])=[O:10].[CH2:12](I)[CH3:13].O[Li].O. Product: [CH2:12]([O:8][C:5]1[CH:6]=[CH:7][C:2]([NH2:1])=[C:3]([N+:9]([O-:11])=[O:10])[CH:4]=1)[CH3:13]. The catalyst class is: 14. (4) Reactant: S([O:11][CH2:12][C@@H:13]1[CH2:17][CH2:16][CH2:15][N:14]1[C:18]([O:20][C:21]([CH3:24])([CH3:23])[CH3:22])=[O:19])(C1C=CC(C)=CC=1)(=O)=O.C1(O)C=CC=CC=1.[OH:32][C@@H:33]([C:44]1[CH:49]=[CH:48][CH:47]=[C:46](O)[CH:45]=1)[CH2:34][CH2:35][NH:36][C:37](=[O:43])[O:38][C:39]([CH3:42])([CH3:41])[CH3:40].C([O-])(C)(C)C.[K+]. Product: [C:39]([O:38][C:37]([NH:36][CH2:35][CH2:34][C@H:33]([C:44]1[CH:49]=[C:48]([CH:47]=[CH:46][CH:45]=1)[O:11][CH2:12][C@@H:13]1[CH2:17][CH2:16][CH2:15][N:14]1[C:18]([O:20][C:21]([CH3:22])([CH3:23])[CH3:24])=[O:19])[OH:32])=[O:43])([CH3:42])([CH3:40])[CH3:41]. The catalyst class is: 3. (5) Reactant: [C:1]([N:5]1[C:9]([NH2:10])=[CH:8][C:7]([CH:11]2[CH2:14][CH2:13][CH2:12]2)=[N:6]1)([CH3:4])([CH3:3])[CH3:2].CO[C:17](OC)([CH3:22])[C:18](OC)=[O:19]. Product: [C:1]([N:5]1[C:9]2[NH:10][C:18](=[O:19])[CH:17]=[CH:22][C:8]=2[C:7]([CH:11]2[CH2:14][CH2:13][CH2:12]2)=[N:6]1)([CH3:4])([CH3:2])[CH3:3]. The catalyst class is: 52. (6) Reactant: CN(C(ON1N=NC2C=CC=NC1=2)=[N+](C)C)C.F[P-](F)(F)(F)(F)F.[C:25]([O:29][C:30]([NH:32][C:33]1[C:42]2[C:37](=[CH:38][CH:39]=[CH:40][CH:41]=2)[C:36]([O:43][C:44]2[CH:49]=[CH:48][N:47]=[C:46]([NH:50][C:51]3[CH:52]=[C:53]([CH:57]=[C:58]([C:60]#[CH:61])[CH:59]=3)[C:54](O)=[O:55])[CH:45]=2)=[CH:35][CH:34]=1)=[O:31])([CH3:28])([CH3:27])[CH3:26].[CH3:62][O:63][CH2:64][CH2:65][O:66][CH2:67][CH2:68][O:69][CH2:70][CH2:71][NH2:72].C(N(CC)CC)C. Product: [C:60]([C:58]1[CH:59]=[C:51]([NH:50][C:46]2[CH:45]=[C:44]([O:43][C:36]3[C:37]4[C:42](=[CH:41][CH:40]=[CH:39][CH:38]=4)[C:33]([NH:32][C:30](=[O:31])[O:29][C:25]([CH3:26])([CH3:28])[CH3:27])=[CH:34][CH:35]=3)[CH:49]=[CH:48][N:47]=2)[CH:52]=[C:53]([C:54](=[O:55])[NH:72][CH2:71][CH2:70][O:69][CH2:68][CH2:67][O:66][CH2:65][CH2:64][O:63][CH3:62])[CH:57]=1)#[CH:61]. The catalyst class is: 508.